Dataset: Catalyst prediction with 721,799 reactions and 888 catalyst types from USPTO. Task: Predict which catalyst facilitates the given reaction. (1) Reactant: [CH:1]([C:3]1[C:11]2[C:6](=[CH:7][CH:8]=[CH:9][CH:10]=2)[N:5]([C:12]([O:14][C:15]([CH3:18])([CH3:17])[CH3:16])=[O:13])[CH:4]=1)=[O:2].[BH4-].[Na+]. Product: [OH:2][CH2:1][C:3]1[C:11]2[C:6](=[CH:7][CH:8]=[CH:9][CH:10]=2)[N:5]([C:12]([O:14][C:15]([CH3:18])([CH3:17])[CH3:16])=[O:13])[CH:4]=1. The catalyst class is: 8. (2) Reactant: [Cl:1][C:2]1[CH:3]=[CH:4][C:5]([CH2:8][O:9][C:10]2[CH:15]=[CH:14][NH:13][C:12](=[O:16])[CH:11]=2)=[N:6][CH:7]=1.Br[C:18]1[CH:19]=[CH:20][C:21]([N:24]2[CH2:28][CH2:27][CH:26]([N:29]([CH3:31])[CH3:30])[CH2:25]2)=[N:22][CH:23]=1.[C@@H]1(N)CCCC[C@H]1N.C([O-])([O-])=O.[K+].[K+]. Product: [Cl:1][C:2]1[CH:3]=[CH:4][C:5]([CH2:8][O:9][C:10]2[CH:15]=[CH:14][N:13]([C:18]3[CH:23]=[N:22][C:21]([N:24]4[CH2:28][CH2:27][CH:26]([N:29]([CH3:31])[CH3:30])[CH2:25]4)=[CH:20][CH:19]=3)[C:12](=[O:16])[CH:11]=2)=[N:6][CH:7]=1. The catalyst class is: 185. (3) Reactant: [H-].[Al+3].[Li+].[H-].[H-].[H-].[CH2:7]([N:9]1[C:13]([NH:14][C:15]([C:28]2[CH:33]=[CH:32][CH:31]=[CH:30][CH:29]=2)([C:22]2[CH:27]=[CH:26][CH:25]=[CH:24][CH:23]=2)[C:16]2[CH:21]=[CH:20][CH:19]=[CH:18][CH:17]=2)=[C:12]([C:34]#[N:35])[CH:11]=[N:10]1)[CH3:8].[F-].[Na+].O. The catalyst class is: 7. Product: [NH2:35][CH2:34][C:12]1[CH:11]=[N:10][N:9]([CH2:7][CH3:8])[C:13]=1[NH:14][C:15]([C:22]1[CH:27]=[CH:26][CH:25]=[CH:24][CH:23]=1)([C:28]1[CH:29]=[CH:30][CH:31]=[CH:32][CH:33]=1)[C:16]1[CH:21]=[CH:20][CH:19]=[CH:18][CH:17]=1. (4) The catalyst class is: 1. Product: [CH2:37]([O:36][C:35](=[O:52])[C:5]([CH3:6])([CH3:7])[CH2:18][C:19]1[CH:34]=[CH:33][CH:32]=[C:21]([C:22](=[O:23])[C:24]2[CH:29]=[CH:28][CH:27]=[C:26]([CH2:30][C:10]([C:9]([O:14][CH2:15][CH3:16])=[O:13])([CH3:12])[CH3:11])[CH:25]=2)[CH:20]=1)[CH3:38]. Reactant: C([N-][CH:5]([CH3:7])[CH3:6])(C)C.[Li+].[C:9]([O:14][CH2:15][CH3:16])(=[O:13])[CH:10]([CH3:12])[CH3:11].Br[CH2:18][C:19]1[CH:20]=[C:21]([CH:32]=[CH:33][CH:34]=1)[C:22]([C:24]1[CH:29]=[CH:28][CH:27]=[C:26]([CH2:30]Br)[CH:25]=1)=[O:23].[CH3:35][O:36][CH2:37][C:38]1C=CC=C(Br)C=1.CN1C(=[O:52])N(C)CCC1. (5) Reactant: [O:1]=[C:2]([CH3:17])[CH2:3][CH2:4][C:5]1[CH:10]=[CH:9][N:8]2[C:11]([C:14]([OH:16])=O)=[CH:12][N:13]=[C:7]2[CH:6]=1.C(Cl)(=O)C(Cl)=O.CN(C)C=O.[NH2:29][C:30]1[CH:31]=[C:32]([C:37]2[N:41]=[C:40]([CH:42]3[CH2:45][N:44]([C:46]([O:48][CH3:49])=[O:47])[CH2:43]3)[O:39][N:38]=2)[CH:33]=[CH:34][C:35]=1[CH3:36]. Product: [CH3:36][C:35]1[CH:34]=[CH:33][C:32]([C:37]2[N:41]=[C:40]([CH:42]3[CH2:43][N:44]([C:46]([O:48][CH3:49])=[O:47])[CH2:45]3)[O:39][N:38]=2)=[CH:31][C:30]=1[NH:29][C:14]([C:11]1[N:8]2[CH:9]=[CH:10][C:5]([CH2:4][CH2:3][C:2](=[O:1])[CH3:17])=[CH:6][C:7]2=[N:13][CH:12]=1)=[O:16]. The catalyst class is: 272.